From a dataset of Buchwald-Hartwig C-N cross coupling reaction yields with 55,370 reactions. Predict the reaction yield, written as a fraction of the theoretical maximum amount of product (1.0 means a 100% yield; for example, 0.34 means a 34% yield). (1) The reactants are Clc1cccnc1.Cc1ccc(N)cc1.O=S(=O)(O[Pd]1c2ccccc2-c2ccccc2N~1)C(F)(F)F.COc1ccc(OC)c(P(C(C)(C)C)C(C)(C)C)c1-c1c(C(C)C)cc(C(C)C)cc1C(C)C.CN1CCCN2CCCN=C12.CCOC(=O)c1cc(C)on1. No catalyst specified. The product is Cc1ccc(Nc2cccnc2)cc1. The yield is 0.238. (2) The reactants are Ic1ccccn1.Cc1ccc(N)cc1.O=S(=O)(O[Pd]1c2ccccc2-c2ccccc2N~1)C(F)(F)F.COc1ccc(OC)c(P(C(C)(C)C)C(C)(C)C)c1-c1c(C(C)C)cc(C(C)C)cc1C(C)C.CCN=P(N=P(N(C)C)(N(C)C)N(C)C)(N(C)C)N(C)C.Fc1cccc(F)c1-c1ccno1. No catalyst specified. The product is Cc1ccc(Nc2ccccn2)cc1. The yield is 0.323. (3) The product is Cc1ccc(Nc2cccnc2)cc1. The yield is 0.539. No catalyst specified. The reactants are Brc1cccnc1.Cc1ccc(N)cc1.O=S(=O)(O[Pd]1c2ccccc2-c2ccccc2N~1)C(F)(F)F.COc1ccc(OC)c(P(C(C)(C)C)C(C)(C)C)c1-c1c(C(C)C)cc(C(C)C)cc1C(C)C.CN(C)C(=NC(C)(C)C)N(C)C.Cc1ccno1. (4) The reactants are Brc1cccnc1.Cc1ccc(N)cc1.O=S(=O)(O[Pd]1c2ccccc2-c2ccccc2N~1)C(F)(F)F.COc1ccc(OC)c(P([C@]23C[C@H]4C[C@H](C[C@H](C4)C2)C3)[C@]23C[C@H]4C[C@H](C[C@H](C4)C2)C3)c1-c1c(C(C)C)cc(C(C)C)cc1C(C)C.CCN=P(N=P(N(C)C)(N(C)C)N(C)C)(N(C)C)N(C)C.c1ccc(CN(Cc2ccccc2)c2ccon2)cc1. No catalyst specified. The product is Cc1ccc(Nc2cccnc2)cc1. The yield is 0.258. (5) The reactants are FC(F)(F)c1ccc(Cl)cc1.Cc1ccc(N)cc1.O=S(=O)(O[Pd]1c2ccccc2-c2ccccc2N~1)C(F)(F)F.CC(C)c1cc(C(C)C)c(-c2ccccc2P(C(C)(C)C)C(C)(C)C)c(C(C)C)c1.CN(C)C(=NC(C)(C)C)N(C)C.CCOC(=O)c1cc(OC)no1. No catalyst specified. The product is Cc1ccc(Nc2ccc(C(F)(F)F)cc2)cc1. The yield is 0.218. (6) The reactants are FC(F)(F)c1ccc(Cl)cc1.Cc1ccc(N)cc1.O=S(=O)(O[Pd]1c2ccccc2-c2ccccc2N~1)C(F)(F)F.CC(C)c1cc(C(C)C)c(-c2ccccc2P(C2CCCCC2)C2CCCCC2)c(C(C)C)c1.CCN=P(N=P(N(C)C)(N(C)C)N(C)C)(N(C)C)N(C)C.c1ccc2oncc2c1. No catalyst specified. The product is Cc1ccc(Nc2ccc(C(F)(F)F)cc2)cc1. The yield is 0.168. (7) The reactants are FC(F)(F)c1ccc(Br)cc1.Cc1ccc(N)cc1.O=S(=O)(O[Pd]1c2ccccc2-c2ccccc2N~1)C(F)(F)F.COc1ccc(OC)c(P(C(C)(C)C)C(C)(C)C)c1-c1c(C(C)C)cc(C(C)C)cc1C(C)C.CN1CCCN2CCCN=C12.c1ccc2oncc2c1. No catalyst specified. The product is Cc1ccc(Nc2ccc(C(F)(F)F)cc2)cc1. The yield is 0.365.